From a dataset of Full USPTO retrosynthesis dataset with 1.9M reactions from patents (1976-2016). Predict the reactants needed to synthesize the given product. Given the product [C:2]([C@@H:3]([NH:12][C:13]([C@@H:15]1[CH2:20][CH2:19][CH2:18][CH2:17][N:16]1[C:21]([O:23][C:24]([CH3:27])([CH3:26])[CH3:25])=[O:22])=[O:14])[CH2:4][C:5]1[CH:10]=[CH:9][C:8]([I:11])=[CH:7][CH:6]=1)#[N:1], predict the reactants needed to synthesize it. The reactants are: [NH2:1][C:2](=O)[C@@H:3]([NH:12][C:13]([C@@H:15]1[CH2:20][CH2:19][CH2:18][CH2:17][N:16]1[C:21]([O:23][C:24]([CH3:27])([CH3:26])[CH3:25])=[O:22])=[O:14])[CH2:4][C:5]1[CH:10]=[CH:9][C:8]([I:11])=[CH:7][CH:6]=1.[OH-].COC(NS([N+](CC)(CC)CC)(=O)=O)=O.